From a dataset of Peptide-MHC class I binding affinity with 185,985 pairs from IEDB/IMGT. Regression. Given a peptide amino acid sequence and an MHC pseudo amino acid sequence, predict their binding affinity value. This is MHC class I binding data. (1) The peptide sequence is DTTYQRTRAL. The MHC is HLA-A02:06 with pseudo-sequence HLA-A02:06. The binding affinity (normalized) is 0. (2) The peptide sequence is GQMYNMNTL. The MHC is HLA-A02:12 with pseudo-sequence HLA-A02:12. The binding affinity (normalized) is 0.936. (3) The peptide sequence is AIDDFCLFA. The MHC is HLA-B18:01 with pseudo-sequence HLA-B18:01. The binding affinity (normalized) is 0.0847.